From a dataset of Choline transporter screen with 302,306 compounds. Binary Classification. Given a drug SMILES string, predict its activity (active/inactive) in a high-throughput screening assay against a specified biological target. (1) The drug is S(=O)(=O)(NC(C(=O)Nc1cc(SC)ccc1)C)c1ccc(F)cc1. The result is 0 (inactive). (2) The drug is s1cc(nc1C)c1ccc(cc1)C(O)=O. The result is 0 (inactive). (3) The compound is O(C1CCN(CC1)C(C)C)c1c(OC)ccc(c1)C(=O)NCCCOCC. The result is 1 (active). (4) The molecule is O=C1N(C(=O)N(C(=O)C21C1N(CCC1)c1c(C2)cc(NC(=O)c2c(OC)cccc2)cc1)C)C. The result is 0 (inactive).